Regression. Given two drug SMILES strings and cell line genomic features, predict the synergy score measuring deviation from expected non-interaction effect. From a dataset of NCI-60 drug combinations with 297,098 pairs across 59 cell lines. (1) Drug 1: CN1CCC(CC1)COC2=C(C=C3C(=C2)N=CN=C3NC4=C(C=C(C=C4)Br)F)OC. Drug 2: CS(=O)(=O)C1=CC(=C(C=C1)C(=O)NC2=CC(=C(C=C2)Cl)C3=CC=CC=N3)Cl. Cell line: NCI-H460. Synergy scores: CSS=4.84, Synergy_ZIP=-2.50, Synergy_Bliss=-0.792, Synergy_Loewe=-0.507, Synergy_HSA=0.0384. (2) Drug 1: CC1=C2C(C(=O)C3(C(CC4C(C3C(C(C2(C)C)(CC1OC(=O)C(C(C5=CC=CC=C5)NC(=O)OC(C)(C)C)O)O)OC(=O)C6=CC=CC=C6)(CO4)OC(=O)C)OC)C)OC. Drug 2: CN(CC1=CN=C2C(=N1)C(=NC(=N2)N)N)C3=CC=C(C=C3)C(=O)NC(CCC(=O)O)C(=O)O. Cell line: MOLT-4. Synergy scores: CSS=61.5, Synergy_ZIP=-2.76, Synergy_Bliss=-5.74, Synergy_Loewe=-9.50, Synergy_HSA=-4.81. (3) Drug 1: CC1=C(C(CCC1)(C)C)C=CC(=CC=CC(=CC(=O)O)C)C. Drug 2: CC12CCC3C(C1CCC2O)C(CC4=C3C=CC(=C4)O)CCCCCCCCCS(=O)CCCC(C(F)(F)F)(F)F. Cell line: TK-10. Synergy scores: CSS=2.23, Synergy_ZIP=1.21, Synergy_Bliss=6.21, Synergy_Loewe=4.14, Synergy_HSA=3.89. (4) Drug 1: C1=NC2=C(N=C(N=C2N1C3C(C(C(O3)CO)O)O)F)N. Drug 2: C1=NC(=NC(=O)N1C2C(C(C(O2)CO)O)O)N. Cell line: TK-10. Synergy scores: CSS=18.1, Synergy_ZIP=-6.94, Synergy_Bliss=-0.793, Synergy_Loewe=-12.2, Synergy_HSA=-0.246. (5) Drug 1: C1=NC2=C(N1)C(=S)N=C(N2)N. Drug 2: C1=NNC2=C1C(=O)NC=N2. Cell line: HOP-92. Synergy scores: CSS=7.19, Synergy_ZIP=-6.33, Synergy_Bliss=-3.00, Synergy_Loewe=-9.25, Synergy_HSA=-2.14. (6) Drug 1: C1CN1C2=NC(=NC(=N2)N3CC3)N4CC4. Drug 2: CC(C)NC(=O)C1=CC=C(C=C1)CNNC.Cl. Cell line: SNB-75. Synergy scores: CSS=21.6, Synergy_ZIP=-4.14, Synergy_Bliss=-3.36, Synergy_Loewe=-23.4, Synergy_HSA=-3.30. (7) Drug 1: CCC1(C2=C(COC1=O)C(=O)N3CC4=CC5=C(C=CC(=C5CN(C)C)O)N=C4C3=C2)O.Cl. Drug 2: CC1C(C(CC(O1)OC2CC(CC3=C2C(=C4C(=C3O)C(=O)C5=CC=CC=C5C4=O)O)(C(=O)C)O)N)O. Cell line: CCRF-CEM. Synergy scores: CSS=47.1, Synergy_ZIP=-11.2, Synergy_Bliss=-22.4, Synergy_Loewe=-19.7, Synergy_HSA=-18.0.